This data is from Forward reaction prediction with 1.9M reactions from USPTO patents (1976-2016). The task is: Predict the product of the given reaction. (1) Given the reactants C(OC([N:8]1[CH2:13][CH2:12][CH:11]([CH2:14][CH2:15][C:16]([F:25])([F:24])[C:17]2[CH:22]=[CH:21][C:20]([F:23])=[CH:19][CH:18]=2)[CH2:10][CH2:9]1)=O)(C)(C)C.I[Si](C)(C)C.C(=O)(O)[O-].[Na+].[OH-].[Na+], predict the reaction product. The product is: [F:25][C:16]([F:24])([C:17]1[CH:18]=[CH:19][C:20]([F:23])=[CH:21][CH:22]=1)[CH2:15][CH2:14][CH:11]1[CH2:10][CH2:9][NH:8][CH2:13][CH2:12]1. (2) Given the reactants [Br:1][C:2]1[CH:9]=[CH:8][C:5]([C:6]#[N:7])=[C:4]([F:10])[CH:3]=1.[CH2:11]([Mg]Br)[CH3:12].B(F)(F)F, predict the reaction product. The product is: [Br:1][C:2]1[CH:9]=[CH:8][C:5]([C:6]2([NH2:7])[CH2:12][CH2:11]2)=[C:4]([F:10])[CH:3]=1. (3) Given the reactants [Br:1][C:2]1[CH:11]=[CH:10][C:9]2[N:8]=[CH:7][C:6]3[NH:12][C:13](=[O:26])[N:14]([C:15]4[CH:20]=[CH:19][C:18]([C:21]([CH3:25])([CH3:24])[C:22]#[N:23])=[CH:17][CH:16]=4)[C:5]=3[C:4]=2[CH:3]=1.C(N(CC)CC)C.[F:34][C:35]([F:47])([F:46])[C:36]1[CH:37]=[C:38]([S:42](Cl)(=[O:44])=[O:43])[CH:39]=[CH:40][CH:41]=1.O, predict the reaction product. The product is: [Br:1][C:2]1[CH:11]=[CH:10][C:9]2[N:8]=[CH:7][C:6]3[N:12]([S:42]([C:38]4[CH:39]=[CH:40][CH:41]=[C:36]([C:35]([F:34])([F:46])[F:47])[CH:37]=4)(=[O:44])=[O:43])[C:13](=[O:26])[N:14]([C:15]4[CH:20]=[CH:19][C:18]([C:21]([CH3:24])([CH3:25])[C:22]#[N:23])=[CH:17][CH:16]=4)[C:5]=3[C:4]=2[CH:3]=1. (4) The product is: [CH2:1]([O:5][CH2:6][CH2:7][O:8][C:9]1[CH:14]=[CH:13][C:12]([C:15]2[CH:16]=[C:17]3[C:22](=[C:23](/[CH:25]=[C:26](\[CH3:32])/[C:27]([OH:29])=[O:28])[CH:24]=2)[N:21]([CH3:33])[CH2:20][CH2:19][CH2:18]3)=[CH:11][CH:10]=1)[CH2:2][CH2:3][CH3:4]. Given the reactants [CH2:1]([O:5][CH2:6][CH2:7][O:8][C:9]1[CH:14]=[CH:13][C:12]([C:15]2[CH:16]=[C:17]3[C:22](=[C:23](/[CH:25]=[C:26](\[CH3:32])/[C:27]([O:29]CC)=[O:28])[CH:24]=2)[N:21]([CH3:33])[CH2:20][CH2:19][CH2:18]3)=[CH:11][CH:10]=1)[CH2:2][CH2:3][CH3:4].[OH-].[Na+].Cl, predict the reaction product.